This data is from Reaction yield outcomes from USPTO patents with 853,638 reactions. The task is: Predict the reaction yield, written as a fraction of the theoretical maximum amount of product (1.0 means a 100% yield; for example, 0.34 means a 34% yield). The reactants are [OH:1][C:2]1[CH:6]=[C:5]([C:7]([OH:9])=O)[O:4][N:3]=1.CN(C(ON1N=NC2C=CC=NC1=2)=[N+](C)C)C.F[P-](F)(F)(F)(F)F.CCN(C(C)C)C(C)C.C([O:45][C:46](=[O:61])[C@@:47]([OH:60])([CH3:59])[CH2:48][N:49]([CH2:51][C:52]1[CH:57]=[CH:56][C:55](Br)=[CH:54][CH:53]=1)[NH2:50])C.[Cl:62][C:63]1[CH:64]=[CH:65][C:66]([F:72])=[C:67](B(O)O)[CH:68]=1.C([O-])([O-])=O.[K+].[K+].CCO.[Li+].[OH-]. The catalyst is CN(C=O)C.[Pd].O. The product is [Cl:62][C:63]1[CH:68]=[CH:67][C:66]([F:72])=[C:65]([C:55]2[CH:54]=[CH:53][C:52]([CH2:51][N:49]([CH2:48][C@:47]([OH:60])([CH3:59])[C:46]([OH:45])=[O:61])[NH:50][C:7]([C:5]3[O:4][N:3]=[C:2]([OH:1])[CH:6]=3)=[O:9])=[CH:57][CH:56]=2)[CH:64]=1. The yield is 0.940.